From a dataset of Forward reaction prediction with 1.9M reactions from USPTO patents (1976-2016). Predict the product of the given reaction. (1) Given the reactants C(OC([N:8]1[CH2:13][CH2:12][CH2:11][CH2:10][CH:9]1[CH2:14][C:15](O)=O)=O)(C)(C)C.[NH2:18][C:19]1[CH:24]=[CH:23][CH:22]=[C:21]([F:25])[C:20]=1[NH2:26], predict the reaction product. The product is: [F:25][C:21]1[C:20]2[N:26]=[C:15]([CH2:14][CH:9]3[CH2:10][CH2:11][CH2:12][CH2:13][NH:8]3)[NH:18][C:19]=2[CH:24]=[CH:23][CH:22]=1. (2) The product is: [Cl:1][C:2]1[CH:7]=[C:6]2[NH:8][C:9](=[O:35])[C:10]3([CH:15]([C:16]4[CH:21]=[CH:20][CH:19]=[C:18]([Cl:22])[CH:17]=4)[CH2:14][C:13](=[O:23])[NH:12][CH:11]3[C:24]3[CH:29]=[C:28]([C:39]#[C:38][C:37]([CH3:41])([CH3:40])[CH3:36])[CH:27]=[CH:26][C:25]=3[O:31][CH2:32][CH2:33][OH:34])[C:5]2=[CH:4][CH:3]=1. Given the reactants [Cl:1][C:2]1[CH:7]=[C:6]2[NH:8][C:9](=[O:35])[C:10]3([CH:15]([C:16]4[CH:21]=[CH:20][CH:19]=[C:18]([Cl:22])[CH:17]=4)[CH2:14][C:13](=[O:23])[NH:12][CH:11]3[C:24]3[CH:29]=[C:28](I)[CH:27]=[CH:26][C:25]=3[O:31][CH2:32][CH2:33][OH:34])[C:5]2=[CH:4][CH:3]=1.[CH3:36][C:37]([CH3:41])([CH3:40])[C:38]#[CH:39].C(N(CC)CC)C, predict the reaction product. (3) Given the reactants Cl[C:2]1[C:7]([C:8]#[N:9])=[C:6]([NH:10][C@@H:11]([C:14]2[O:15][C:16]([CH3:19])=[CH:17][CH:18]=2)[CH2:12][CH3:13])[N:5]=[C:4]([S:20][CH2:21][C:22]2[CH:27]=[CH:26][CH:25]=[C:24]([F:28])[C:23]=2[F:29])[N:3]=1.CC(C)([O-:33])C.[K+].C1(C)C=CC=CC=1.O, predict the reaction product. The product is: [F:29][C:23]1[C:24]([F:28])=[CH:25][CH:26]=[CH:27][C:22]=1[CH2:21][S:20][C:4]1[N:3]=[C:2]([OH:33])[C:7]([C:8]#[N:9])=[C:6]([NH:10][C@@H:11]([C:14]2[O:15][C:16]([CH3:19])=[CH:17][CH:18]=2)[CH2:12][CH3:13])[N:5]=1.